Dataset: Serine/threonine kinase 33 screen with 319,792 compounds. Task: Binary Classification. Given a drug SMILES string, predict its activity (active/inactive) in a high-throughput screening assay against a specified biological target. (1) The molecule is O=C(NCc1cc2c(n(c(c2)C)C)cc1)Cc1ccc([N+]([O-])=O)cc1. The result is 0 (inactive). (2) The compound is O=c1n(CC(=O)NCC(=O)Nc2c(OC)cc(OC)cc2)ccc2c1cccc2. The result is 0 (inactive).